Dataset: Full USPTO retrosynthesis dataset with 1.9M reactions from patents (1976-2016). Task: Predict the reactants needed to synthesize the given product. (1) Given the product [Si:1]([O:8][C:9]1[CH:15]=[CH:14][CH:13]=[C:12]([NH2:16])[C:10]=1[NH2:11])([C:4]([CH3:7])([CH3:6])[CH3:5])([CH3:3])[CH3:2], predict the reactants needed to synthesize it. The reactants are: [Si:1]([O:8][C:9]1[CH:15]=[CH:14][CH:13]=[C:12]([N+:16]([O-])=O)[C:10]=1[NH2:11])([C:4]([CH3:7])([CH3:6])[CH3:5])([CH3:3])[CH3:2]. (2) Given the product [C:52]([NH:1][C@H:4]([CH2:34][O:35][CH2:36][CH2:37][CH2:38][CH2:39][CH2:40][CH2:41][CH2:42][CH2:43][CH2:44][CH2:45][CH2:46][CH2:47][CH2:48][CH2:49][CH2:50][CH3:51])[CH2:5][S:6][CH2:7][C@@H:8]([C:27]([O:29][C:30]([CH3:33])([CH3:32])[CH3:31])=[O:28])[NH:9][C:10](=[O:26])[O:11][CH2:12][CH:13]1[C:25]2[CH:24]=[CH:23][CH:22]=[CH:21][C:20]=2[C:19]2[C:14]1=[CH:15][CH:16]=[CH:17][CH:18]=2)(=[O:64])[CH2:53][CH2:54][CH2:55][CH2:56][CH2:57][CH2:58][CH2:59][CH2:60][CH2:61][CH2:62][CH3:63], predict the reactants needed to synthesize it. The reactants are: [N:1]([C@H:4]([CH2:34][O:35][CH2:36][CH2:37][CH2:38][CH2:39][CH2:40][CH2:41][CH2:42][CH2:43][CH2:44][CH2:45][CH2:46][CH2:47][CH2:48][CH2:49][CH2:50][CH3:51])[CH2:5][S:6][CH2:7][C@@H:8]([C:27]([O:29][C:30]([CH3:33])([CH3:32])[CH3:31])=[O:28])[NH:9][C:10](=[O:26])[O:11][CH2:12][CH:13]1[C:25]2[CH:24]=[CH:23][CH:22]=[CH:21][C:20]=2[C:19]2[C:14]1=[CH:15][CH:16]=[CH:17][CH:18]=2)=[N+]=[N-].[C:52](Cl)(=[O:64])[CH2:53][CH2:54][CH2:55][CH2:56][CH2:57][CH2:58][CH2:59][CH2:60][CH2:61][CH2:62][CH3:63].CCN(C(C)C)C(C)C. (3) Given the product [O:1]1[C:5]2([CH2:10][CH2:9][N:8]([C:19]([O:21][C:22]3[CH:27]=[CH:26][CH:25]=[CH:24][CH:23]=3)=[O:20])[CH2:7][CH2:6]2)[O:4][CH2:3][CH2:2]1, predict the reactants needed to synthesize it. The reactants are: [O:1]1[C:5]2([CH2:10][CH2:9][NH:8][CH2:7][CH2:6]2)[O:4][CH2:3][CH2:2]1.C(N(CC)CC)C.Cl[C:19]([O:21][C:22]1[CH:27]=[CH:26][CH:25]=[CH:24][CH:23]=1)=[O:20]. (4) Given the product [F:29][C:26]1[CH:25]=[CH:24][C:23]([CH2:22][NH:21][C:19](=[O:20])[C:18]2[CH:17]=[CH:16][C:15]([C@H:12]3[CH2:11][CH2:10][C@H:9]([NH:8][CH2:32][C@H:33]([OH:54])[CH2:34][O:35][C:36]4[CH:41]=[CH:40][C:39]([OH:42])=[C:38]([S:50]([CH3:53])(=[O:52])=[O:51])[CH:37]=4)[CH2:14][CH2:13]3)=[CH:31][CH:30]=2)=[CH:28][CH:27]=1, predict the reactants needed to synthesize it. The reactants are: C([N:8]([CH2:32][C@H:33]([OH:54])[CH2:34][O:35][C:36]1[CH:41]=[CH:40][C:39]([O:42]CC2C=CC=CC=2)=[C:38]([S:50]([CH3:53])(=[O:52])=[O:51])[CH:37]=1)[C@H:9]1[CH2:14][CH2:13][C@H:12]([C:15]2[CH:31]=[CH:30][C:18]([C:19]([NH:21][CH2:22][C:23]3[CH:28]=[CH:27][C:26]([F:29])=[CH:25][CH:24]=3)=[O:20])=[CH:17][CH:16]=2)[CH2:11][CH2:10]1)C1C=CC=CC=1. (5) Given the product [CH:1]1([CH:7]([NH:25][C:26]2[CH:27]=[CH:28][C:29]([C:32]([N:34]([CH3:42])[CH2:35][CH2:36][C:37]([OH:39])=[O:38])=[O:33])=[CH:30][CH:31]=2)[C:8]2[O:9][C:10]3[CH:17]=[CH:16][C:15]([O:18][CH:19]4[CH2:20][CH2:21][S:22][CH2:23][CH2:24]4)=[CH:14][C:11]=3[C:12]=2[CH3:13])[CH2:6][CH2:5][CH2:4][CH2:3][CH2:2]1, predict the reactants needed to synthesize it. The reactants are: [CH:1]1([CH:7]([NH:25][C:26]2[CH:31]=[CH:30][C:29]([C:32]([N:34]([CH3:42])[CH2:35][CH2:36][C:37]([O:39]CC)=[O:38])=[O:33])=[CH:28][CH:27]=2)[C:8]2[O:9][C:10]3[CH:17]=[CH:16][C:15]([O:18][CH:19]4[CH2:24][CH2:23][S:22][CH2:21][CH2:20]4)=[CH:14][C:11]=3[C:12]=2[CH3:13])[CH2:6][CH2:5][CH2:4][CH2:3][CH2:2]1.[OH-].[Na+]. (6) Given the product [N+:11]([C:14]1[CH:19]=[CH:18][CH:17]=[CH:16][C:15]=1[N:20]1[CH:24]=[CH:23][CH:22]=[C:21]1[CH:9]=[O:10])([O-:13])=[O:12], predict the reactants needed to synthesize it. The reactants are: O=P(Cl)(Cl)Cl.CN([CH:9]=[O:10])C.[N+:11]([C:14]1[CH:19]=[CH:18][CH:17]=[CH:16][C:15]=1[N:20]1[CH:24]=[CH:23][CH:22]=[CH:21]1)([O-:13])=[O:12].CC([O-])=O.[Na+]. (7) Given the product [Br:1][C:2]1[CH:3]=[C:4]([CH:5]2[O:13][CH2:12][CH2:11][O:6]2)[CH:7]=[CH:8][C:9]=1[F:10], predict the reactants needed to synthesize it. The reactants are: [Br:1][C:2]1[CH:3]=[C:4]([CH:7]=[CH:8][C:9]=1[F:10])[CH:5]=[O:6].[CH2:11](O)[CH2:12][OH:13].O. (8) Given the product [C:19]([NH:1][CH:2]([CH3:3])[C:4]([OH:6])=[O:5])(=[O:25])[CH2:20][CH2:21][CH2:22][CH2:23][CH3:24], predict the reactants needed to synthesize it. The reactants are: [NH2:1][CH:2]([C:4]([OH:6])=[O:5])[CH3:3].C(N(CC)CC)C.C[Si](Cl)(C)C.[C:19](Cl)(=[O:25])[CH2:20][CH2:21][CH2:22][CH2:23][CH3:24].